This data is from Peptide-MHC class I binding affinity with 185,985 pairs from IEDB/IMGT. The task is: Regression. Given a peptide amino acid sequence and an MHC pseudo amino acid sequence, predict their binding affinity value. This is MHC class I binding data. (1) The peptide sequence is RMMGKNIFY. The MHC is HLA-A02:01 with pseudo-sequence HLA-A02:01. The binding affinity (normalized) is 0.166. (2) The peptide sequence is NIVFSPFGY. The MHC is HLA-A26:01 with pseudo-sequence HLA-A26:01. The binding affinity (normalized) is 0.382. (3) The binding affinity (normalized) is 0.213. The peptide sequence is FVMPIFEQI. The MHC is HLA-B14:02 with pseudo-sequence HLA-B14:02. (4) The peptide sequence is IQKNPDGSW. The MHC is HLA-B48:01 with pseudo-sequence HLA-B48:01. The binding affinity (normalized) is 0.0847. (5) The peptide sequence is PPRARDRAL. The MHC is HLA-B08:01 with pseudo-sequence HLA-B08:01. The binding affinity (normalized) is 0.452. (6) The peptide sequence is SHAAIGAYL. The MHC is HLA-A01:01 with pseudo-sequence HLA-A01:01. The binding affinity (normalized) is 0.0847.